Dataset: Reaction yield outcomes from USPTO patents with 853,638 reactions. Task: Predict the reaction yield, written as a fraction of the theoretical maximum amount of product (1.0 means a 100% yield; for example, 0.34 means a 34% yield). The reactants are [C:1]([N:5]1[CH2:10][CH2:9][N:8]([CH2:11][C:12]2[N:13](C3CCCCO3)[C:14]3[C:19]([N:20]=2)=[C:18]([N:21]2[CH2:26][CH2:25][O:24][CH2:23][CH2:22]2)[N:17]=[C:16](Cl)[N:15]=3)[CH2:7][CH2:6]1)([CH3:4])([CH3:3])[CH3:2].[CH2:34]([C:36]1[NH:40][C:39]2[CH:41]=[CH:42][CH:43]=[CH:44][C:38]=2[N:37]=1)[CH3:35].CC(C1C=C(C(C)C)C(C2C=CC=CC=2P(C2CCCCC2)C2CCCCC2)=C(C(C)C)C=1)C.C(=O)([O-])[O-].[Cs+].[Cs+].CN(C)C=O.C1(C)C=CC(S(O)(=O)=O)=CC=1. The catalyst is C1C=CC(/C=C/C(/C=C/C2C=CC=CC=2)=O)=CC=1.C1C=CC(/C=C/C(/C=C/C2C=CC=CC=2)=O)=CC=1.C1C=CC(/C=C/C(/C=C/C2C=CC=CC=2)=O)=CC=1.[Pd].[Pd]. The product is [C:1]([N:5]1[CH2:10][CH2:9][N:8]([CH2:11][C:12]2[NH:13][C:14]3[C:19]([N:20]=2)=[C:18]([N:21]2[CH2:22][CH2:23][O:24][CH2:25][CH2:26]2)[N:17]=[C:16]([N:37]2[C:38]4[CH:44]=[CH:43][CH:42]=[CH:41][C:39]=4[N:40]=[C:36]2[CH2:34][CH3:35])[N:15]=3)[CH2:7][CH2:6]1)([CH3:3])([CH3:4])[CH3:2]. The yield is 0.383.